This data is from Catalyst prediction with 721,799 reactions and 888 catalyst types from USPTO. The task is: Predict which catalyst facilitates the given reaction. Reactant: [CH3:1][C:2]1[O:6][C:5]([C:7]2[CH:12]=[CH:11][CH:10]=[CH:9][CH:8]=2)=[N:4][C:3]=1[CH2:13][O:14][C:15]1[CH:20]=[CH:19][C:18]([CH2:21]O)=[CH:17][N:16]=1.S(Cl)([Cl:25])=O.C(=O)([O-])O.[Na+]. Product: [Cl:25][CH2:21][C:18]1[CH:19]=[CH:20][C:15]([O:14][CH2:13][C:3]2[N:4]=[C:5]([C:7]3[CH:12]=[CH:11][CH:10]=[CH:9][CH:8]=3)[O:6][C:2]=2[CH3:1])=[N:16][CH:17]=1. The catalyst class is: 11.